Dataset: Reaction yield outcomes from USPTO patents with 853,638 reactions. Task: Predict the reaction yield, written as a fraction of the theoretical maximum amount of product (1.0 means a 100% yield; for example, 0.34 means a 34% yield). (1) The reactants are C(=O)(O)[O-].[Na+].[Br:6][C:7]1[CH:12]=[C:11]([N+:13]([O-:15])=[O:14])[CH:10]=[C:9]([Br:16])[C:8]=1OS(C(F)(F)F)(=O)=O.[I-:25].[Na+]. No catalyst specified. The product is [Br:6][C:7]1[CH:12]=[C:11]([N+:13]([O-:15])=[O:14])[CH:10]=[C:9]([Br:16])[C:8]=1[I:25]. The yield is 0.829. (2) The reactants are [N:1]1[CH:6]=[CH:5][CH:4]=[CH:3][C:2]=1[C:7]1[O:8][C:9]2[CH2:10][N:11](C(OCC3C=CC=CC=3)=O)[CH2:12][CH2:13][C:14]=2[N:15]=1. The catalyst is CO.[OH-].[OH-].[Pd+2]. The product is [N:1]1[CH:6]=[CH:5][CH:4]=[CH:3][C:2]=1[C:7]1[O:8][C:9]2[CH2:10][NH:11][CH2:12][CH2:13][C:14]=2[N:15]=1. The yield is 0.860. (3) The reactants are C(OC([NH:8][C:9]1[S:10][C:11]([Cl:74])=[C:12]([C:14](=[N:53][O:54]C(C2C=CC=CC=2)(C2C=CC=CC=2)C2C=CC=CC=2)[C:15]([NH:17][C@@H:18]2[C:25](=[O:26])[N:24]3[C@@H:19]2[S:20][CH2:21][C:22](/[CH:43]=[CH:44]/OS(C(F)(F)F)(=O)=O)=[C:23]3[C:27]([O:29]C(C2C=CC=CC=2)C2C=CC=CC=2)=[O:28])=[O:16])[N:13]=1)=O)(C)(C)C.S(O)(O)(=O)=O.[NH2:80][C:81]1[N:86]=[C:85]([SH:87])[CH:84]=[C:83]([NH2:88])[N:82]=1. No catalyst specified. The product is [NH2:8][C:9]1[S:10][C:11]([Cl:74])=[C:12]([C:14](=[N:53][OH:54])[C:15]([NH:17][C@@H:18]2[C:25](=[O:26])[N:24]3[C@@H:19]2[S:20][CH2:21][C:22](/[CH:43]=[CH:44]/[S:87][C:85]2[CH:84]=[C:83]([NH2:88])[N:82]=[C:81]([NH2:80])[N:86]=2)=[C:23]3[C:27]([OH:29])=[O:28])=[O:16])[N:13]=1. The yield is 0.140. (4) The reactants are [CH3:1][S:2][C:3]1[N:4]=[CH:5][C:6]2[CH:12]=[CH:11][NH:10][C:9](=O)[C:7]=2[N:8]=1.O=P(Cl)(Cl)[Cl:16]. No catalyst specified. The product is [Cl:16][C:9]1[C:7]2[N:8]=[C:3]([S:2][CH3:1])[N:4]=[CH:5][C:6]=2[CH:12]=[CH:11][N:10]=1. The yield is 0.860. (5) The reactants are C[O:2][P:3]([CH2:7][C:8]([CH3:25])=[CH:9][CH2:10][C:11]1[C:12]([OH:24])=[C:13]2[C:17](=[C:18]([CH3:22])[C:19]=1[O:20][CH3:21])[CH2:16][O:15][C:14]2=[O:23])(=[O:6])[O:4]C.C[Si](Br)(C)C.N1C(C)=CC=CC=1C. The catalyst is C(#N)C. The product is [OH:24][C:12]1[C:11]([CH2:10][CH:9]=[C:8]([CH3:25])[CH2:7][P:3](=[O:2])([OH:6])[OH:4])=[C:19]([O:20][CH3:21])[C:18]([CH3:22])=[C:17]2[C:13]=1[C:14](=[O:23])[O:15][CH2:16]2. The yield is 0.730. (6) The reactants are [F:1][C:2]([F:17])([F:16])[C:3]1([C:6]([N:8]2[CH2:13][C@@H:12]3[CH2:14][C@H:9]2[C:10](=[O:15])[O:11]3)=[O:7])[CH2:5][CH2:4]1.Cl.[NH2:19][C:20]1([C:23]#[N:24])[CH2:22][CH2:21]1.C(C(CCCC)C([O-])=O)C.[Na+].Cl.[Cl-].[Na+]. The catalyst is O.O1CCCC1. The product is [C:23]([C:20]1([NH:19][C:10]([C@@H:9]2[CH2:14][C@H:12]([OH:11])[CH2:13][N:8]2[C:6]([C:3]2([C:2]([F:17])([F:16])[F:1])[CH2:5][CH2:4]2)=[O:7])=[O:15])[CH2:22][CH2:21]1)#[N:24]. The yield is 0.870. (7) The product is [CH:13]1([C:9]2[CH:8]=[C:7]([C:16]([O:18][CH3:19])=[O:17])[C:6](=[O:20])[N:5]3[C:10]=2[C:11]([CH3:12])=[C:2]([C:26]2[CH:27]=[CH:28][C:23]([N:22]([CH3:32])[CH3:21])=[CH:24][CH:25]=2)[CH:3]=[CH:4]3)[CH2:15][CH2:14]1. The yield is 0.310. No catalyst specified. The reactants are Cl[C:2]1[CH:3]=[CH:4][N:5]2[C:10]([C:11]=1[CH3:12])=[C:9]([CH:13]1[CH2:15][CH2:14]1)[CH:8]=[C:7]([C:16]([O:18][CH3:19])=[O:17])[C:6]2=[O:20].[CH3:21][N:22]([CH3:32])[C:23]1[CH:28]=[CH:27][C:26](B(O)O)=[CH:25][CH:24]=1.